Dataset: Full USPTO retrosynthesis dataset with 1.9M reactions from patents (1976-2016). Task: Predict the reactants needed to synthesize the given product. (1) Given the product [Cl:1][C:2]1[N:3]=[C:4]([CH3:10])[C:5]([CH:6]([OH:7])[CH3:11])=[CH:8][CH:9]=1, predict the reactants needed to synthesize it. The reactants are: [Cl:1][C:2]1[CH:9]=[CH:8][C:5]([CH:6]=[O:7])=[C:4]([CH3:10])[N:3]=1.[CH3:11][Mg]Br. (2) The reactants are: [F:1][C:2]1[CH:7]=[C:6]([F:8])[CH:5]=[CH:4][C:3]=1[C:9]#[C:10][C:11]1[CH:12]=[CH:13][C:14]2[N:15]([C:17]([CH:20]([CH3:22])[CH3:21])=[N:18][N:19]=2)[N:16]=1.[N-:23]=[N+:24]=[N-:25].[Na+]. Given the product [F:1][C:2]1[CH:7]=[C:6]([F:8])[CH:5]=[CH:4][C:3]=1[C:9]1[N:23]=[N:24][NH:25][C:10]=1[C:11]1[CH:12]=[CH:13][C:14]2[N:15]([C:17]([CH:20]([CH3:22])[CH3:21])=[N:18][N:19]=2)[N:16]=1, predict the reactants needed to synthesize it. (3) Given the product [CH3:1][C:2]1([CH3:33])[CH2:11][C:10]2[C:5](=[CH:6][CH:7]=[C:8]([C:12]([OH:14])=[O:13])[CH:9]=2)[NH:4][CH:3]1[C:16]1[CH:21]=[CH:20][CH:19]=[C:18]([NH:22][C:23](=[O:32])[CH2:24][CH2:25][C:26]2[CH:27]=[CH:28][CH:29]=[CH:30][CH:31]=2)[CH:17]=1, predict the reactants needed to synthesize it. The reactants are: [CH3:1][C:2]1([CH3:33])[CH2:11][C:10]2[C:5](=[CH:6][CH:7]=[C:8]([C:12]([O:14]C)=[O:13])[CH:9]=2)[NH:4][CH:3]1[C:16]1[CH:21]=[CH:20][CH:19]=[C:18]([NH:22][C:23](=[O:32])[CH2:24][CH2:25][C:26]2[CH:31]=[CH:30][CH:29]=[CH:28][CH:27]=2)[CH:17]=1.[OH-].[Na+]. (4) Given the product [CH3:7][O:6][C:4]1[CH2:3][C@H:2]([CH2:8][CH2:9][C:10]2[CH:15]=[CH:14][CH:13]=[CH:12][CH:11]=2)[O:1][C:16](=[O:18])[CH:17]=1, predict the reactants needed to synthesize it. The reactants are: [OH:1][CH:2]([CH2:8][CH2:9][C:10]1[CH:15]=[CH:14][CH:13]=[CH:12][CH:11]=1)[CH2:3][C:4]([O:6][CH3:7])=O.[C:16](OC(C)(C)C)(=[O:18])[CH3:17]. (5) Given the product [N:1]1[O:2][N:3]=[C:4]2[CH:9]=[C:8]([CH:10]3[O:26][CH2:25][C@@H:13]4[CH2:14][N:15]([C:18]([O:20][C:21]([CH3:24])([CH3:22])[CH3:23])=[O:19])[CH2:16][CH2:17][N:12]4[CH2:11]3)[CH:7]=[CH:6][C:5]=12, predict the reactants needed to synthesize it. The reactants are: [N:1]1[O:2][N:3]=[C:4]2[CH:9]=[C:8]([CH:10](O)[CH2:11][N:12]3[CH2:17][CH2:16][N:15]([C:18]([O:20][C:21]([CH3:24])([CH3:23])[CH3:22])=[O:19])[CH2:14][C@H:13]3[CH2:25][OH:26])[CH:7]=[CH:6][C:5]=12.C(C=P(CCCC)(CCCC)CCCC)#N. (6) Given the product [CH2:1]([O:8][CH2:9][C@@H:10]([NH:17][C:18]([C:20]1([CH2:25][C@@H:26]([CH2:30][CH2:31][CH3:32])[C:27]([OH:29])=[O:28])[CH2:24][CH2:23][CH2:22][CH2:21]1)=[O:19])[CH2:11][C:12]([OH:14])=[O:13])[C:2]1[CH:3]=[CH:4][CH:5]=[CH:6][CH:7]=1, predict the reactants needed to synthesize it. The reactants are: [CH2:1]([O:8][CH2:9][C@@H:10]([NH:17][C:18]([C:20]1([CH2:25][C@@H:26]([CH2:30][CH2:31][CH3:32])[C:27]([OH:29])=[O:28])[CH2:24][CH2:23][CH2:22][CH2:21]1)=[O:19])[CH2:11][C:12]([O:14]CC)=[O:13])[C:2]1[CH:7]=[CH:6][CH:5]=[CH:4][CH:3]=1. (7) Given the product [N:3]1[CH:4]=[CH:5][CH:6]=[N:7][C:2]=1[C:16]1[CH:17]=[CH:18][C:19]([NH2:22])=[N:20][CH:21]=1, predict the reactants needed to synthesize it. The reactants are: Br[C:2]1[N:7]=[CH:6][CH:5]=[CH:4][N:3]=1.CC1(C)C(C)(C)OB([C:16]2[CH:17]=[CH:18][C:19]([NH2:22])=[N:20][CH:21]=2)O1.C(=O)([O-])[O-].[Na+].[Na+]. (8) Given the product [CH2:1]([CH:3]([NH:6][C:7]1[CH:8]=[C:9]([CH3:26])[N:10]=[C:11]([NH:16][C:17]2[C:18]([CH3:25])=[CH:19][C:20]([CH3:24])=[CH:21][C:22]=2[CH3:23])[C:12]=1[CH3:13])[CH2:4][CH3:5])[CH3:2], predict the reactants needed to synthesize it. The reactants are: [CH2:1]([CH:3]([NH:6][C:7]1[C:12]([C:13](O)=O)=[C:11]([NH:16][C:17]2[C:22]([CH3:23])=[CH:21][C:20]([CH3:24])=[CH:19][C:18]=2[CH3:25])[N:10]=[C:9]([CH3:26])[CH:8]=1)[CH2:4][CH3:5])[CH3:2].[H-].[Al+3].[Li+].[H-].[H-].[H-]. (9) Given the product [Cl:32][C:29]1[CH:30]=[CH:31][C:26]([C:20]2([CH2:19][O:18][CH:16]3[CH2:15][NH:14][CH2:17]3)[CH2:25][CH2:24][CH2:23][CH2:22][CH2:21]2)=[CH:27][CH:28]=1, predict the reactants needed to synthesize it. The reactants are: C([N:14]1[CH2:17][CH:16]([O:18][CH2:19][C:20]2([C:26]3[CH:31]=[CH:30][C:29]([Cl:32])=[CH:28][CH:27]=3)[CH2:25][CH2:24][CH2:23][CH2:22][CH2:21]2)[CH2:15]1)(C1C=CC=CC=1)C1C=CC=CC=1.Cl.ClC1C=CC=CC=1C(OC1CNC1)C1C=CC(Cl)=CC=1.